Predict the product of the given reaction. From a dataset of Forward reaction prediction with 1.9M reactions from USPTO patents (1976-2016). (1) The product is: [CH2:1]([O:8][C@H:9]1[CH2:14][CH2:13][CH2:12][CH2:11][C@@H:10]1[NH:15][C:16]1[CH:23]=[C:22]([N:24]2[C:32]3[CH2:31][C:30]([CH3:33])([CH3:34])[CH2:29][C:28](=[O:35])[C:27]=3[C:26]([CH2:36][CH3:37])=[N:25]2)[CH:21]=[CH:20][C:17]=1[C:18]([NH2:19])=[O:40])[C:2]1[CH:3]=[CH:4][CH:5]=[CH:6][CH:7]=1. Given the reactants [CH2:1]([O:8][C@H:9]1[CH2:14][CH2:13][CH2:12][CH2:11][C@@H:10]1[NH:15][C:16]1[CH:23]=[C:22]([N:24]2[C:32]3[CH2:31][C:30]([CH3:34])([CH3:33])[CH2:29][C:28](=[O:35])[C:27]=3[C:26]([CH2:36][CH3:37])=[N:25]2)[CH:21]=[CH:20][C:17]=1[C:18]#[N:19])[C:2]1[CH:7]=[CH:6][CH:5]=[CH:4][CH:3]=1.C([OH:40])C.[OH-].[K+].OO, predict the reaction product. (2) Given the reactants [NH2:1][C:2]1[CH:3]=[CH:4][C:5]([F:17])=[C:6]([C@:8]2([CH3:16])[C@@H:13]([F:14])[CH2:12][O:11][C:10]([NH2:15])=[N:9]2)[CH:7]=1.[Cl:18][C:19]1[S:20][C:21]([C:24](O)=[O:25])=[CH:22][N:23]=1, predict the reaction product. The product is: [NH2:15][C:10]1[O:11][CH2:12][C@H:13]([F:14])[C@:8]([C:6]2[CH:7]=[C:2]([NH:1][C:24]([C:21]3[S:20][C:19]([Cl:18])=[N:23][CH:22]=3)=[O:25])[CH:3]=[CH:4][C:5]=2[F:17])([CH3:16])[N:9]=1.